From a dataset of NCI-60 drug combinations with 297,098 pairs across 59 cell lines. Regression. Given two drug SMILES strings and cell line genomic features, predict the synergy score measuring deviation from expected non-interaction effect. (1) Synergy scores: CSS=3.14, Synergy_ZIP=3.16, Synergy_Bliss=7.30, Synergy_Loewe=2.22, Synergy_HSA=2.76. Cell line: MDA-MB-435. Drug 1: C1CCN(CC1)CCOC2=CC=C(C=C2)C(=O)C3=C(SC4=C3C=CC(=C4)O)C5=CC=C(C=C5)O. Drug 2: CC1OCC2C(O1)C(C(C(O2)OC3C4COC(=O)C4C(C5=CC6=C(C=C35)OCO6)C7=CC(=C(C(=C7)OC)O)OC)O)O. (2) Drug 1: CC12CCC(CC1=CCC3C2CCC4(C3CC=C4C5=CN=CC=C5)C)O. Drug 2: C1=CC(=CC=C1CCCC(=O)O)N(CCCl)CCCl. Cell line: KM12. Synergy scores: CSS=8.26, Synergy_ZIP=-3.99, Synergy_Bliss=-1.87, Synergy_Loewe=-2.97, Synergy_HSA=-2.23. (3) Drug 1: CS(=O)(=O)C1=CC(=C(C=C1)C(=O)NC2=CC(=C(C=C2)Cl)C3=CC=CC=N3)Cl. Drug 2: CCC(=C(C1=CC=CC=C1)C2=CC=C(C=C2)OCCN(C)C)C3=CC=CC=C3.C(C(=O)O)C(CC(=O)O)(C(=O)O)O. Cell line: RXF 393. Synergy scores: CSS=15.9, Synergy_ZIP=-0.411, Synergy_Bliss=4.54, Synergy_Loewe=2.52, Synergy_HSA=2.88. (4) Drug 1: CC12CCC3C(C1CCC2=O)CC(=C)C4=CC(=O)C=CC34C. Drug 2: CC1=CC=C(C=C1)C2=CC(=NN2C3=CC=C(C=C3)S(=O)(=O)N)C(F)(F)F. Cell line: SN12C. Synergy scores: CSS=20.3, Synergy_ZIP=2.44, Synergy_Bliss=1.03, Synergy_Loewe=-0.677, Synergy_HSA=1.61. (5) Drug 1: C1=C(C(=O)NC(=O)N1)F. Drug 2: N.N.Cl[Pt+2]Cl. Cell line: SF-268. Synergy scores: CSS=20.6, Synergy_ZIP=-0.907, Synergy_Bliss=4.35, Synergy_Loewe=-1.78, Synergy_HSA=-0.183.